Dataset: Reaction yield outcomes from USPTO patents with 853,638 reactions. Task: Predict the reaction yield, written as a fraction of the theoretical maximum amount of product (1.0 means a 100% yield; for example, 0.34 means a 34% yield). The reactants are [N:1]([O-])=O.[Na+].[F:5][C:6]1[CH:12]=[C:11]([N:13]2[CH2:18][CH2:17][O:16][CH2:15][CH2:14]2)[C:10]([F:19])=[CH:9][C:7]=1[NH2:8].Cl.[CH3:21][O:22][CH2:23][C:24](=[O:30])[CH2:25][C:26]([O:28][CH3:29])=[O:27].CC([O-])=O.[Na+].[OH-].[Na+]. The catalyst is O.CO. The product is [F:5][C:6]1[CH:12]=[C:11]([N:13]2[CH2:18][CH2:17][O:16][CH2:15][CH2:14]2)[C:10]([F:19])=[CH:9][C:7]=1[NH:8][N:1]=[C:25]([C:24](=[O:30])[CH2:23][O:22][CH3:21])[C:26]([O:28][CH3:29])=[O:27]. The yield is 0.640.